From a dataset of Full USPTO retrosynthesis dataset with 1.9M reactions from patents (1976-2016). Predict the reactants needed to synthesize the given product. (1) Given the product [C:24]([C:2]1[CH:3]=[C:4]2[C:9](=[CH:10][CH:11]=1)[N:8]=[C:7]([C:12]([O:14][CH2:15][CH3:16])=[O:13])[NH:6][C:5]2=[O:17])#[N:25], predict the reactants needed to synthesize it. The reactants are: I[C:2]1[CH:3]=[C:4]2[C:9](=[CH:10][CH:11]=1)[N:8]=[C:7]([C:12]([O:14][CH2:15][CH3:16])=[O:13])[NH:6][C:5]2=[O:17].C(OCC)(=O)C.[CH3:24][N:25](C=O)C. (2) Given the product [C:1]([C:5]1[CH:10]=[CH:9][CH:8]=[CH:7][C:6]=1[N:11]1[CH2:12][CH2:13][N:14]([C:17]([C:19]2[CH:20]=[CH:21][C:22]([O:25][CH2:27][C:28]([O:30][CH3:31])=[O:29])=[CH:23][CH:24]=2)=[O:18])[CH2:15][CH2:16]1)([CH3:4])([CH3:2])[CH3:3], predict the reactants needed to synthesize it. The reactants are: [C:1]([C:5]1[CH:10]=[CH:9][CH:8]=[CH:7][C:6]=1[N:11]1[CH2:16][CH2:15][N:14]([C:17]([C:19]2[CH:24]=[CH:23][C:22]([OH:25])=[CH:21][CH:20]=2)=[O:18])[CH2:13][CH2:12]1)([CH3:4])([CH3:3])[CH3:2].Br[CH2:27][C:28]([O:30][CH3:31])=[O:29].C(=O)([O-])[O-].[K+].[K+].CN(C)C=O. (3) Given the product [CH2:15]([O:14][C:11]1[CH:12]=[CH:13][C:8]([CH2:7][NH:6][C:4]2[C:3]3[CH:22]=[CH:23][CH:24]=[N:25][C:2]=3[N:1]=[C:42]([NH2:43])[N:41]=2)=[CH:9][CH:10]=1)[C:16]1[CH:21]=[CH:20][CH:19]=[CH:18][CH:17]=1, predict the reactants needed to synthesize it. The reactants are: [NH2:1][C:2]1[N:25]=[CH:24][CH:23]=[CH:22][C:3]=1[C:4]([NH:6][CH2:7][C:8]1[CH:13]=[CH:12][C:11]([O:14][CH2:15][C:16]2[CH:21]=[CH:20][CH:19]=[CH:18][CH:17]=2)=[CH:10][CH:9]=1)=S.C1(C)C=CC=CC=1.C(Br)C1C=CC=CC=1.[N:41]#[C:42][NH2:43]. (4) Given the product [CH3:1][O:2][C:3]1[CH:8]=[C:7]([CH3:9])[C:6]([CH3:10])=[CH:5][C:4]=1[C:11]1([CH3:18])[NH:15][C:14](=[O:16])[N:13]([CH2:20][C:21](=[O:22])[C:23]2[CH:28]=[CH:27][CH:26]=[CH:25][CH:24]=2)[C:12]1=[O:17], predict the reactants needed to synthesize it. The reactants are: [CH3:1][O:2][C:3]1[CH:8]=[C:7]([CH3:9])[C:6]([CH3:10])=[CH:5][C:4]=1[C:11]1([CH3:18])[NH:15][C:14](=[O:16])[NH:13][C:12]1=[O:17].Br[CH2:20][C:21]([C:23]1[CH:28]=[CH:27][CH:26]=[CH:25][CH:24]=1)=[O:22].